This data is from M1 muscarinic receptor antagonist screen with 61,756 compounds. The task is: Binary Classification. Given a drug SMILES string, predict its activity (active/inactive) in a high-throughput screening assay against a specified biological target. (1) The molecule is Fc1cc(NC(=O)N2CCC(n3c4c([nH]c3=O)cccc4)=CC2)ccc1. The result is 0 (inactive). (2) The drug is S(c1[nH]c(c2ccccc2)c(c(=O)n1)C#N)CC(=O)Nc1noc(c1)C. The result is 0 (inactive). (3) The compound is O=c1[nH]c2c(cc1C(N1CCC(CC1)C)c1n(nnn1)Cc1cc3OCOc3cc1)cccc2C. The result is 0 (inactive). (4) The drug is s1c(C(=O)Nc2c(cc3OCCOc3c2)C(=O)CC)ccc1. The result is 0 (inactive). (5) The compound is O=c1n(c2c(n1CC=C)cc(cc2C)C)CC=C. The result is 0 (inactive). (6) The compound is s1c(NC(=O)C2CCCCC2)nc(c1)C(OCC)=O. The result is 0 (inactive). (7) The molecule is S(c1n(CCC(=O)N2CCCCC2)c(=O)c2c(n1)cccc2)CC(=O)NCc1ccccc1. The result is 0 (inactive).